From a dataset of Full USPTO retrosynthesis dataset with 1.9M reactions from patents (1976-2016). Predict the reactants needed to synthesize the given product. (1) Given the product [C:1]([O:5][C:6]([N:8]1[CH2:9][CH2:10][C:11]([CH2:14][CH2:15][CH3:16])([C:17]([C:18]2[CH:27]=[CH:26][C:25]3[C:20](=[CH:21][CH:22]=[CH:23][CH:24]=3)[N:19]=2)=[O:28])[CH2:12][CH2:13]1)=[O:7])([CH3:4])([CH3:3])[CH3:2], predict the reactants needed to synthesize it. The reactants are: [C:1]([O:5][C:6]([N:8]1[CH2:13][CH2:12][C:11]([CH:17]([OH:28])[C:18]2[CH:27]=[CH:26][C:25]3[C:20](=[CH:21][CH:22]=[CH:23][CH:24]=3)[N:19]=2)([CH2:14][CH2:15][CH3:16])[CH2:10][CH2:9]1)=[O:7])([CH3:4])([CH3:3])[CH3:2]. (2) Given the product [CH2:1]([S:3][CH2:4][C:5]1[CH:10]=[CH:9][CH:8]=[CH:7][C:6]=1[C:11]1[CH:12]=[CH:13][C:14]([C:18]2[N:19]=[CH:20][C:21]([NH2:24])=[N:22][CH:23]=2)=[C:15]([F:17])[CH:16]=1)[CH3:2], predict the reactants needed to synthesize it. The reactants are: [C:1](=O)([S:3][CH2:4][C:5]1[CH:10]=[CH:9][CH:8]=[CH:7][C:6]=1[C:11]1[CH:16]=[C:15]([F:17])[C:14]([C:18]2[CH:23]=[N:22][C:21]([NH2:24])=[CH:20][N:19]=2)=[CH:13][CH:12]=1)[CH3:2].C1C=CC(P(C2C=CC=CC=2)C2C=CC=CC=2)=CC=1.C([O-])([O-])=O.[K+].[K+].BrCC. (3) Given the product [C:1]([O:5][C:6]([N:8]1[CH2:16][C:15]2[C:10](=[CH:11][C:12]([N:19]3[CH2:24][CH2:23][CH2:22][CH2:21][CH2:20]3)=[C:13]([Cl:17])[CH:14]=2)[CH2:9]1)=[O:7])([CH3:4])([CH3:3])[CH3:2], predict the reactants needed to synthesize it. The reactants are: [C:1]([O:5][C:6]([N:8]1[CH2:16][C:15]2[C:10](=[CH:11][C:12](I)=[C:13]([Cl:17])[CH:14]=2)[CH2:9]1)=[O:7])([CH3:4])([CH3:3])[CH3:2].[NH:19]1[CH2:24][CH2:23][CH2:22][CH2:21][CH2:20]1. (4) Given the product [C:47]([O:45][C:42](=[O:43])[NH:15][CH2:38][CH2:37][C:34]1[CH:35]=[CH:36][N:32]([C:29]2[CH:28]=[CH:27][C:26]([F:25])=[CH:31][N:30]=2)[N:33]=1)([CH3:50])([CH3:49])[CH3:48], predict the reactants needed to synthesize it. The reactants are: C1(P([N:15]=[N+]=[N-])(C2C=CC=CC=2)=O)C=CC=CC=1.CCN(CC)CC.[F:25][C:26]1[CH:27]=[CH:28][C:29]([N:32]2[CH:36]=[CH:35][C:34]([CH2:37][CH2:38]C(O)=O)=[N:33]2)=[N:30][CH:31]=1.[C:42]([O-:45])(O)=[O:43].[Na+].[C:47](O)([CH3:50])([CH3:49])[CH3:48]. (5) Given the product [CH:1]1([C:7]2[C:11]([CH2:12][CH2:13][CH2:14][O:15][C:27]3[C:32]([CH3:33])=[CH:31][CH:30]=[CH:29][C:28]=3[CH2:34][C:35]([OH:37])=[O:36])=[CH:10][N:9]([C:16]3[CH:21]=[CH:20][C:19]([C:22]([F:23])([F:24])[F:25])=[CH:18][N:17]=3)[N:8]=2)[CH2:6][CH2:5][CH2:4][CH2:3][CH2:2]1, predict the reactants needed to synthesize it. The reactants are: [CH:1]1([C:7]2[C:11]([CH2:12][CH2:13][CH2:14][OH:15])=[CH:10][N:9]([C:16]3[CH:21]=[CH:20][C:19]([C:22]([F:25])([F:24])[F:23])=[CH:18][N:17]=3)[N:8]=2)[CH2:6][CH2:5][CH2:4][CH2:3][CH2:2]1.O[C:27]1[C:32]([CH3:33])=[CH:31][CH:30]=[CH:29][C:28]=1[CH2:34][C:35]([O:37]C)=[O:36].C(P(CCCC)CCCC)CCC.N(C(N1CCCCC1)=O)=NC(N1CCCCC1)=O.